From a dataset of Forward reaction prediction with 1.9M reactions from USPTO patents (1976-2016). Predict the product of the given reaction. (1) Given the reactants [C:1]1([CH2:7][O:8][C:9](=[O:41])[N:10]([CH2:12][C:13]2[CH:18]=[CH:17][C:16]([C:19]3[CH:20]=[C:21]4[C:26](=[CH:27][CH:28]=3)[N:25]([C:29](=[O:31])[CH3:30])[C@@H:24]([CH3:32])[CH2:23][C@H:22]4[NH:33]C(OC(C)(C)C)=O)=[CH:15][CH:14]=2)[CH3:11])[CH:6]=[CH:5][CH:4]=[CH:3][CH:2]=1.C(Cl)(=O)C, predict the reaction product. The product is: [C:29]([N:25]1[C:26]2[C:21](=[CH:20][C:19]([C:16]3[CH:17]=[CH:18][C:13]([CH2:12][N:10]([CH3:11])[C:9](=[O:41])[O:8][CH2:7][C:1]4[CH:2]=[CH:3][CH:4]=[CH:5][CH:6]=4)=[CH:14][CH:15]=3)=[CH:28][CH:27]=2)[C@H:22]([NH2:33])[CH2:23][C@@H:24]1[CH3:32])(=[O:31])[CH3:30]. (2) The product is: [Br:1][C:2]1[C:10]2[N:9]=[C:8]([CH:11]3[CH2:12][CH2:13]3)[N:7]([CH2:14][C:15]3[CH:20]=[CH:19][CH:18]=[C:17]([C:21]([F:22])([F:24])[F:23])[C:16]=3[CH3:25])[C:6]=2[CH:5]=[C:4]([N:26]2[CH2:34][CH2:33][O:32][CH2:31][CH2:30]2)[CH:3]=1. Given the reactants [Br:1][C:2]1[C:10]2[N:9]=[C:8]([CH:11]3[CH2:13][CH2:12]3)[N:7]([CH2:14][C:15]3[CH:20]=[CH:19][CH:18]=[C:17]([C:21]([F:24])([F:23])[F:22])[C:16]=3[CH3:25])[C:6]=2[CH:5]=[C:4]([NH2:26])[CH:3]=1.[OH-].[Na+].Br[CH2:30][CH2:31][O:32][CH2:33][CH2:34]Br, predict the reaction product. (3) Given the reactants [N+:1]([CH2:4][CH2:5][CH2:6][CH2:7][CH2:8][CH2:9][CH2:10][CH2:11][C:12]([O:14]C)=[O:13])([O-:3])=[O:2].[CH:16](=O)[CH2:17][CH2:18][CH2:19][CH2:20][CH2:21][CH3:22], predict the reaction product. The product is: [N+:1](/[C:4](=[CH:16]/[CH2:17][CH2:18][CH2:19][CH2:20][CH2:21][CH3:22])/[CH2:5][CH2:6][CH2:7][CH2:8][CH2:9][CH2:10][CH2:11][C:12]([OH:14])=[O:13])([O-:3])=[O:2]. (4) Given the reactants [CH3:1][O:2][C:3]([C:5]1[O:6][C:7]2[CH:13]=[CH:12][C:11]([CH3:14])=[CH:10][C:8]=2[CH:9]=1)=[O:4].[Br:15]N1C(=O)CCC1=O.N(C1(C#N)CCCCC1)=NC1(C#N)CCCCC1, predict the reaction product. The product is: [CH3:1][O:2][C:3]([C:5]1[O:6][C:7]2[CH:13]=[CH:12][C:11]([CH2:14][Br:15])=[CH:10][C:8]=2[CH:9]=1)=[O:4]. (5) The product is: [CH:18]1([O:23][C:24]2[CH:25]=[C:26]3[C:32]([CH:8]([OH:9])[C:7]4[C:2]([F:1])=[C:3]([NH:11][S:12]([CH2:15][CH2:16][CH3:17])(=[O:14])=[O:13])[CH:4]=[CH:5][C:6]=4[F:10])=[CH:31][NH:30][C:27]3=[N:28][CH:29]=2)[CH2:19][CH2:20][CH2:21][CH2:22]1. Given the reactants [F:1][C:2]1[C:7]([CH:8]=[O:9])=[C:6]([F:10])[CH:5]=[CH:4][C:3]=1[NH:11][S:12]([CH2:15][CH2:16][CH3:17])(=[O:14])=[O:13].[CH:18]1([O:23][C:24]2[CH:25]=[C:26]3[CH:32]=[CH:31][NH:30][C:27]3=[N:28][CH:29]=2)[CH2:22][CH2:21][CH2:20][CH2:19]1.[OH-].[K+].O, predict the reaction product. (6) Given the reactants [NH2:1][C:2]1[S:3][C:4]([C:8]([O:10][CH2:11][CH3:12])=[O:9])=[C:5]([CH3:7])[N:6]=1.CCN(CC)CC.[Cl:20][C:21]1[C:22]([CH3:31])=[C:23]([S:27](Cl)(=[O:29])=[O:28])[CH:24]=[CH:25][CH:26]=1, predict the reaction product. The product is: [Cl:20][C:21]1[C:22]([CH3:31])=[C:23]([S:27]([NH:1][C:2]2[S:3][C:4]([C:8]([O:10][CH2:11][CH3:12])=[O:9])=[C:5]([CH3:7])[N:6]=2)(=[O:29])=[O:28])[CH:24]=[CH:25][CH:26]=1. (7) Given the reactants Br[CH2:2][CH2:3][C:4]1[CH:9]=[CH:8][C:7]([N+:10]([O-:12])=[O:11])=[CH:6][CH:5]=1.[Cl-].[C:14]([C:16]1[CH:17]=[C:18]2[C:22](=[CH:23][CH:24]=1)[CH2:21][CH:20]([N:25]1[CH2:30][CH2:29][NH2+:28][CH2:27][CH2:26]1)[CH2:19]2)#[N:15].C(N(C(C)C)C(C)C)C, predict the reaction product. The product is: [N+:10]([C:7]1[CH:8]=[CH:9][C:4]([CH2:3][CH2:2][N:28]2[CH2:27][CH2:26][N:25]([CH:20]3[CH2:19][C:18]4[C:22](=[CH:23][CH:24]=[C:16]([C:14]#[N:15])[CH:17]=4)[CH2:21]3)[CH2:30][CH2:29]2)=[CH:5][CH:6]=1)([O-:12])=[O:11]. (8) Given the reactants [F:1][C:2]1[CH:7]=[C:6](B2OC(C)(C)C(C)(C)O2)[CH:5]=[CH:4][C:3]=1[NH:17][CH:18]1[CH2:23][CH2:22][O:21][CH2:20][CH2:19]1.C([O-])([O-])=O.[Na+].[Na+].Br[C:31]1[CH:36]=[CH:35][N:34]([CH2:37][CH:38]2[CH2:40][CH2:39]2)[C:33](=[O:41])[C:32]=1[C:42]#[N:43], predict the reaction product. The product is: [CH:38]1([CH2:37][N:34]2[CH:35]=[CH:36][C:31]([C:6]3[CH:5]=[CH:4][C:3]([NH:17][CH:18]4[CH2:19][CH2:20][O:21][CH2:22][CH2:23]4)=[C:2]([F:1])[CH:7]=3)=[C:32]([C:42]#[N:43])[C:33]2=[O:41])[CH2:39][CH2:40]1.